This data is from Full USPTO retrosynthesis dataset with 1.9M reactions from patents (1976-2016). The task is: Predict the reactants needed to synthesize the given product. (1) The reactants are: [C:1]([O:5][C:6](=[O:21])[CH2:7][N:8]1[C:16]2[C:11](=[CH:12][C:13](Br)=[CH:14][CH:15]=2)[C:10]([C:18](=[O:20])[NH2:19])=[N:9]1)([CH3:4])([CH3:3])[CH3:2].CC1(C)C(C)(C)OB([C:30]2[CH:31]=[N:32][NH:33][CH:34]=2)O1.C(=O)([O-])[O-].[Cs+].[Cs+].CN(C=O)C. Given the product [C:18]([C:10]1[C:11]2[C:16](=[CH:15][CH:14]=[C:13]([C:30]3[CH:31]=[N:32][NH:33][CH:34]=3)[CH:12]=2)[N:8]([CH2:7][C:6]([O:5][C:1]([CH3:4])([CH3:3])[CH3:2])=[O:21])[N:9]=1)(=[O:20])[NH2:19], predict the reactants needed to synthesize it. (2) Given the product [O:59]([C:24]1[CH:25]=[CH:26][C:21]([CH:2]2[O:1][C:56](=[O:58])[NH:53][CH:3]2[CH2:7][C:8]2[CH:13]=[CH:12][CH:11]=[C:10]([O:14][C:15]([F:19])([F:20])[CH:16]([F:17])[F:18])[CH:9]=2)=[N:22][CH:23]=1)[C:63]1[CH:42]=[CH:47][CH:60]=[CH:61][CH:62]=1, predict the reactants needed to synthesize it. The reactants are: [OH:1][CH:2]([C:21]1[CH:26]=[CH:25][C:24](OC2C=CC=CC=2)=[CH:23][N:22]=1)[CH:3]([CH2:7][C:8]1[CH:13]=[CH:12][CH:11]=[C:10]([O:14][C:15]([F:20])([F:19])[CH:16]([F:18])[F:17])[CH:9]=1)C(O)=O.C1(P(N=[N+]=[N-])([C:42]2[CH:47]=CC=CC=2)=O)C=CC=CC=1.C([N:53]([CH2:56]C)CC)C.[OH2:58].[O:59]1[CH2:63][CH2:62][CH2:61][CH2:60]1. (3) Given the product [CH3:1][O:2][C:3]1[CH:11]=[C:10]2[C:6]([CH:7]=[N:8][NH:9]2)=[CH:5][C:4]=1[NH:12][C:13]1[C:14]2[C:21]3[CH2:22][CH2:23][CH:24]([C:26]([N:29]4[CH2:34][CH2:33][O:32][CH2:31][CH2:30]4)=[O:27])[CH2:25][C:20]=3[S:19][C:15]=2[N:16]=[CH:17][N:18]=1, predict the reactants needed to synthesize it. The reactants are: [CH3:1][O:2][C:3]1[CH:11]=[C:10]2[C:6]([CH:7]=[N:8][NH:9]2)=[CH:5][C:4]=1[NH:12][C:13]1[C:14]2[C:21]3[CH2:22][CH2:23][CH:24]([C:26](O)=[O:27])[CH2:25][C:20]=3[S:19][C:15]=2[N:16]=[CH:17][N:18]=1.[NH:29]1[CH2:34][CH2:33][O:32][CH2:31][CH2:30]1. (4) The reactants are: [OH-].[Na+].C[O:4][C:5](=[O:24])[CH2:6][CH2:7][CH2:8][CH2:9][CH2:10][CH2:11][CH2:12][N:13]1[CH:17]=[CH:16][N:15]=[C:14]1[C:18]1[CH:23]=[CH:22][CH:21]=[CH:20][CH:19]=1. Given the product [C:18]1([C:14]2[N:13]([CH2:12][CH2:11][CH2:10][CH2:9][CH2:8][CH2:7][CH2:6][C:5]([OH:24])=[O:4])[CH:17]=[CH:16][N:15]=2)[CH:19]=[CH:20][CH:21]=[CH:22][CH:23]=1, predict the reactants needed to synthesize it.